Binary Classification. Given a T-cell receptor sequence (or CDR3 region) and an epitope sequence, predict whether binding occurs between them. From a dataset of TCR-epitope binding with 47,182 pairs between 192 epitopes and 23,139 TCRs. The epitope is YSEHPTFTSQY. The TCR CDR3 sequence is CASSLRGRGPDQETQYF. Result: 0 (the TCR does not bind to the epitope).